From a dataset of Reaction yield outcomes from USPTO patents with 853,638 reactions. Predict the reaction yield, written as a fraction of the theoretical maximum amount of product (1.0 means a 100% yield; for example, 0.34 means a 34% yield). The reactants are [C:1]([O:8][CH2:9][CH3:10])(=[O:7])[C:2](OCC)=O.[CH2:11]([O:18][CH2:19][C:20]([O:22]CC)=O)[C:12]1[CH:17]=[CH:16][CH:15]=[CH:14][CH:13]=1.[H-].[Na+].Br.[CH3:28][O:29][CH2:30][CH2:31][N:32]1[CH2:36][CH2:35][N:34]=[C:33]1[NH2:37]. No catalyst specified. The product is [CH2:11]([O:18][C:19]1[C:20](=[O:22])[N:34]2[CH2:35][CH2:36][N:32]([CH2:31][CH2:30][O:29][CH3:28])[C:33]2=[N:37][C:2]=1[C:1]([O:8][CH2:9][CH3:10])=[O:7])[C:12]1[CH:13]=[CH:14][CH:15]=[CH:16][CH:17]=1. The yield is 0.120.